This data is from Reaction yield outcomes from USPTO patents with 853,638 reactions. The task is: Predict the reaction yield, written as a fraction of the theoretical maximum amount of product (1.0 means a 100% yield; for example, 0.34 means a 34% yield). (1) The reactants are C([O:5][C:6]([CH2:8][O:9][C:10]1[CH:15]=[C:14]([O:16][CH3:17])[CH:13]=[CH:12][C:11]=1[CH:18]1[C:26]2[C:21](=[CH:22][CH:23]=[C:24]([O:27][CH2:28][CH2:29][CH3:30])[CH:25]=2)[CH:20]([C:31]2[CH:36]=[CH:35][C:34]3[O:37][CH2:38][O:39][C:33]=3[CH:32]=2)[CH:19]1C(O)=O)=[O:7])(C)(C)C.C([N:45](CC)CC)C. The catalyst is C1C=CC=CC=1.Cl.O1CCOCC1. The product is [NH2:45][CH:19]1[CH:18]([C:11]2[CH:12]=[CH:13][C:14]([O:16][CH3:17])=[CH:15][C:10]=2[O:9][CH2:8][C:6]([OH:5])=[O:7])[C:26]2[C:21](=[CH:22][CH:23]=[C:24]([O:27][CH2:28][CH2:29][CH3:30])[CH:25]=2)[CH:20]1[C:31]1[CH:36]=[CH:35][C:34]2[O:37][CH2:38][O:39][C:33]=2[CH:32]=1. The yield is 0.420. (2) The reactants are C([O:14][C:15](=[O:76])[C@@H:16]([O:41]/[N:42]=[C:43](/[C:63]1[N:64]=[C:65]([NH:68]C(OC(C)(C)C)=O)[S:66][CH:67]=1)\[C:44]([NH:46][C@H:47]1[C@@H:50]([CH2:51][N:52]2[CH2:56][CH2:55][O:54][C:53]2=[O:57])[N:49]([S:58]([OH:61])(=[O:60])=[O:59])[C:48]1=[O:62])=[O:45])[CH2:17][O:18][C:19]1[CH:24]=[CH:23][C:22]([C:25](=[NH:40])[NH:26][CH:27]2[CH2:32][CH2:31][N:30](C(OC(C)(C)C)=O)[CH2:29][CH2:28]2)=[CH:21][CH:20]=1)(C1C=CC=CC=1)C1C=CC=CC=1.C(O)(C(F)(F)F)=O. The catalyst is C(Cl)Cl. The product is [NH2:68][C:65]1[S:66][CH:67]=[C:63](/[C:43](=[N:42]/[O:41][C@@H:16]([CH2:17][O:18][C:19]2[CH:24]=[CH:23][C:22]([C:25](=[NH:40])[NH:26][CH:27]3[CH2:32][CH2:31][NH:30][CH2:29][CH2:28]3)=[CH:21][CH:20]=2)[C:15]([OH:76])=[O:14])/[C:44](=[O:45])[NH:46][C@H:47]2[C@@H:50]([CH2:51][N:52]3[CH2:56][CH2:55][O:54][C:53]3=[O:57])[N:49]([S:58]([OH:61])(=[O:59])=[O:60])[C:48]2=[O:62])[N:64]=1. The yield is 0.280. (3) The yield is 0.459. The catalyst is C1COCC1.O.CC(=O)OCC. The product is [OH:3][CH2:4][CH2:5][CH2:6][N:7]1[C:12](=[O:13])[C:11]2[C:14]([CH2:29][CH2:30][CH:31]([CH3:33])[CH3:32])=[C:15]([O:18][C:19]3[CH:24]=[CH:23][CH:22]=[C:21]([C:25]([F:28])([F:27])[F:26])[CH:20]=3)[CH:16]=[N:17][C:10]=2[N:9]([CH3:34])[C:8]1=[O:35]. The reactants are C([O:3][CH2:4][CH2:5][CH2:6][N:7]1[C:12](=[O:13])[C:11]2[C:14]([CH2:29][CH2:30][CH:31]([CH3:33])[CH3:32])=[C:15]([O:18][C:19]3[CH:24]=[CH:23][CH:22]=[C:21]([C:25]([F:28])([F:27])[F:26])[CH:20]=3)[CH:16]=[N:17][C:10]=2[N:9]([CH3:34])[C:8]1=[O:35])=O.O[Li].O.